This data is from Catalyst prediction with 721,799 reactions and 888 catalyst types from USPTO. The task is: Predict which catalyst facilitates the given reaction. (1) Reactant: C1(P(C2C=CC=CC=2)C2C=CC=CC=2)C=CC=CC=1.CCO[C:23](/[N:25]=N/C(OCC)=O)=O.[C:32]1([CH:38]([C:40]2[CH:41]=[N:42][CH:43]=[CH:44][CH:45]=2)O)[CH:37]=[CH:36][CH:35]=[CH:34][CH:33]=1.CC(C)(O)C#N. Product: [C:32]1([CH:38]([C:40]2[CH:41]=[N:42][CH:43]=[CH:44][CH:45]=2)[C:23]#[N:25])[CH:37]=[CH:36][CH:35]=[CH:34][CH:33]=1. The catalyst class is: 1. (2) Reactant: [F:1][C:2]1[CH:7]=[CH:6][C:5]([O:8][C:9]([F:12])([F:11])[F:10])=[CH:4][C:3]=1[N:13]1[CH2:27][CH2:26][C:16]2([O:21][CH2:20][C@H:19]([CH2:22][C:23]([OH:25])=[O:24])[CH2:18][CH2:17]2)[CH2:15][CH2:14]1.FC1C=CC(OC(F)(F)F)=CC=1N1CCC2(OC[C@@H](CC(O)=O)CC2)CC1.[OH-].[K+]. Product: [F:1][C:2]1[CH:7]=[CH:6][C:5]([O:8][C:9]([F:10])([F:12])[F:11])=[CH:4][C:3]=1[N:13]1[CH2:27][CH2:26][C:16]2([O:21][CH2:20][CH:19]([CH2:22][C:23]([OH:25])=[O:24])[CH2:18][CH2:17]2)[CH2:15][CH2:14]1. The catalyst class is: 14. (3) Reactant: CCN(CC)CC.[Cl:8][C:9]1[CH:15]=[CH:14][C:12]([NH2:13])=[C:11]([C:16]2[CH:21]=[C:20]([O:22][CH3:23])[N:19]=[CH:18][N:17]=2)[CH:10]=1.[C:24](O[C:24]([C:26]([F:29])([F:28])[F:27])=[O:25])([C:26]([F:29])([F:28])[F:27])=[O:25]. Product: [Cl:8][C:9]1[CH:15]=[CH:14][C:12]([NH:13][C:24](=[O:25])[C:26]([F:29])([F:28])[F:27])=[C:11]([C:16]2[CH:21]=[C:20]([O:22][CH3:23])[N:19]=[CH:18][N:17]=2)[CH:10]=1. The catalyst class is: 2. (4) Reactant: [C:1]([O:4][C@H:5]1[C@H:10]([O:11][C:12](=[O:14])[CH3:13])[C@@H:9]([O:15][C:16](=[O:18])[CH3:17])[C@H:8]([C:19]2[CH:24]=[CH:23][C:22]([Cl:25])=[C:21]([CH2:26]OC3C=CC=CC=3)[CH:20]=2)[O:7][C@@H:6]1[CH2:34][O:35][C:36](=[O:38])[CH3:37])(=[O:3])[CH3:2].[BrH:39].C([O-])([O-])=O.[K+].[K+]. Product: [C:1]([O:4][C@H:5]1[C@H:10]([O:11][C:12](=[O:14])[CH3:13])[C@@H:9]([O:15][C:16](=[O:18])[CH3:17])[C@H:8]([C:19]2[CH:24]=[CH:23][C:22]([Cl:25])=[C:21]([CH2:26][Br:39])[CH:20]=2)[O:7][C@@H:6]1[CH2:34][O:35][C:36](=[O:38])[CH3:37])(=[O:3])[CH3:2]. The catalyst class is: 15. (5) Reactant: [F:1][C:2]1[CH:3]=[CH:4][C:5]([N:10]2[CH:14]=[N:13][CH:12]=[N:11]2)=[C:6]([CH:9]=1)[C:7]#[N:8].N. The catalyst class is: 94. Product: [F:1][C:2]1[CH:3]=[CH:4][C:5]([N:10]2[CH:14]=[N:13][CH:12]=[N:11]2)=[C:6]([CH2:7][NH2:8])[CH:9]=1. (6) Reactant: [F:1][C:2]([F:27])([F:26])[S:3]([O:6][C:7]1[CH:16]=[C:15]2[C:10]([CH:11]([C:18]3[CH:23]=[CH:22][C:21]([Cl:24])=[C:20]([Cl:25])[CH:19]=3)[CH2:12][N:13](C)[CH2:14]2)=[CH:9][CH:8]=1)(=[O:5])=[O:4].CN(C)C1C2C(=CC=CC=2N(C)C)C=CC=1.ClC(OC(Cl)C)=O. Product: [F:26][C:2]([F:1])([F:27])[S:3]([O:6][C:7]1[CH:16]=[C:15]2[C:10]([CH:11]([C:18]3[CH:23]=[CH:22][C:21]([Cl:24])=[C:20]([Cl:25])[CH:19]=3)[CH2:12][NH:13][CH2:14]2)=[CH:9][CH:8]=1)(=[O:4])=[O:5]. The catalyst class is: 26. (7) Reactant: [C:1]([O:5][C:6]([N:8]([C:28]([O:30][C:31]([CH3:34])([CH3:33])[CH3:32])=[O:29])[C@@H:9]([C:25]([O-:27])=[O:26])[CH2:10][CH2:11][CH:12]([C:17]1[CH:22]=[CH:21][CH:20]=[C:19]([Cl:23])[C:18]=1[Cl:24])[CH2:13][N+:14]([O-])=O)=[O:7])([CH3:4])([CH3:3])[CH3:2].[H][H]. Product: [C:1]([O:5][C:6]([N:8]([C:28]([O:30][C:31]([CH3:34])([CH3:33])[CH3:32])=[O:29])[C@@H:9]([C:25]([O:27][CH2:12][C:17]1[CH:22]=[CH:21][CH:20]=[CH:19][CH:18]=1)=[O:26])[CH2:10][CH2:11][CH:12]([C:17]1[CH:22]=[CH:21][CH:20]=[C:19]([Cl:23])[C:18]=1[Cl:24])[CH2:13][NH2:14])=[O:7])([CH3:4])([CH3:3])[CH3:2]. The catalyst class is: 14. (8) Reactant: C(=O)([O-])[O-].[K+].[K+].F[C:8]1[CH:15]=[CH:14][C:11]([C:12]#[N:13])=[C:10]([C:16]([F:19])([F:18])[F:17])[CH:9]=1.[NH2:20][C@H:21]1[CH2:26][CH2:25][C@H:24]([OH:27])[CH2:23][CH2:22]1. Product: [OH:27][C@H:24]1[CH2:25][CH2:26][C@H:21]([NH:20][C:8]2[CH:15]=[CH:14][C:11]([C:12]#[N:13])=[C:10]([C:16]([F:19])([F:18])[F:17])[CH:9]=2)[CH2:22][CH2:23]1. The catalyst class is: 192. (9) Reactant: [C:1]([NH:4][C@@H:5]1[C@@H:10]([N:11]=[N+:12]=[N-:13])[CH2:9][C:8](C(OCC)=O)=[CH:7][C@@H:6]1[OH:19])(=[O:3])[CH3:2].C1([P:26]([O-:29])(=[O:28])[O-:27])CCCCC=1.[CH:30]1C=CC(P(C2C=CC=CC=2)C2C=CC=CC=2)=C[CH:31]=1.[CH3:49][CH:50](OC(/N=N/C(OC(C)C)=O)=O)C.C1C=CC(P(N=[N+]=[N-])(C2C=CC=CC=2)=O)=CC=1. Product: [C:1]([NH:4][C@@H:5]1[C@@H:10]([N:11]=[N+:12]=[N-:13])[CH2:9][C:8]([P:26]([O:27][CH2:49][CH3:50])(=[O:28])[O:29][CH2:30][CH3:31])=[CH:7][C@@H:6]1[OH:19])(=[O:3])[CH3:2]. The catalyst class is: 1. (10) Reactant: [Br:1][C:2]1[CH:7]=[CH:6][C:5]([C:8]2O[C:11]([C@@H:13]3[CH2:17][CH2:16][CH2:15][N:14]3[C:18]([O:20][C:21]([CH3:24])([CH3:23])[CH3:22])=[O:19])=[N:10][N:9]=2)=[CH:4][CH:3]=1.C([O-])(=O)C.[NH4+:29].C1(C)C=CC=CC=1. Product: [Br:1][C:2]1[CH:7]=[CH:6][C:5]([C:8]2[NH:29][C:11]([C@@H:13]3[CH2:17][CH2:16][CH2:15][N:14]3[C:18]([O:20][C:21]([CH3:24])([CH3:23])[CH3:22])=[O:19])=[N:10][N:9]=2)=[CH:4][CH:3]=1. The catalyst class is: 13.